From a dataset of Forward reaction prediction with 1.9M reactions from USPTO patents (1976-2016). Predict the product of the given reaction. (1) Given the reactants [NH2:1][C:2]1[CH:7]=[C:6]([O:8][CH3:9])[CH:5]=[CH:4][C:3]=1[N:10]1[CH2:15][CH2:14][CH:13]([NH:16][C:17](=[O:23])[O:18][C:19]([CH3:22])([CH3:21])[CH3:20])[CH2:12][CH2:11]1.[NH2:24][C:25]1[C:26]([C:32](O)=[O:33])=[N:27][C:28]([Br:31])=[CH:29][N:30]=1, predict the reaction product. The product is: [NH2:24][C:25]1[C:26]([C:32]([NH:1][C:2]2[CH:7]=[C:6]([O:8][CH3:9])[CH:5]=[CH:4][C:3]=2[N:10]2[CH2:15][CH2:14][CH:13]([NH:16][C:17](=[O:23])[O:18][C:19]([CH3:20])([CH3:22])[CH3:21])[CH2:12][CH2:11]2)=[O:33])=[N:27][C:28]([Br:31])=[CH:29][N:30]=1. (2) Given the reactants [CH:1]1[CH:10]=[N:9][C:8]2[C:3](=[C:4]([N+:12]([O-:14])=[O:13])[CH:5]=[CH:6][C:7]=2[OH:11])[CH:2]=1.[CH2:15]([CH2:17][NH2:18])[OH:16], predict the reaction product. The product is: [CH:1]1[CH:10]=[N:9][C:8]2[C:3](=[C:4]([N+:12]([O-:14])=[O:13])[CH:5]=[CH:6][C:7]=2[OH:11])[CH:2]=1.[CH2:15]([CH2:17][NH2:18])[OH:16]. (3) Given the reactants Cl[C:2]1[C:7]([N+:8]([O-:10])=[O:9])=[CH:6][CH:5]=[C:4]([O:11][CH3:12])[N:3]=1.Cl.[CH3:14][O:15][C:16](=[O:19])[CH2:17][NH2:18].CCN(C(C)C)C(C)C, predict the reaction product. The product is: [CH3:12][O:11][C:4]1[N:3]=[C:2]([NH:18][CH2:17][C:16]([O:15][CH3:14])=[O:19])[C:7]([N+:8]([O-:10])=[O:9])=[CH:6][CH:5]=1.